From a dataset of Experimentally validated miRNA-target interactions with 360,000+ pairs, plus equal number of negative samples. Binary Classification. Given a miRNA mature sequence and a target amino acid sequence, predict their likelihood of interaction. (1) The miRNA is hsa-miR-3183 with sequence GCCUCUCUCGGAGUCGCUCGGA. The protein sequence of the target gene is MDLVLSAADYYFFTPYVYPATWPEDNIIRQTISLLIVTNLGAYILYFFCATLSYYFVYDHSLMKHPQFLKNQVSREIVFTVKSLPWISIPTVSLFLLELRGYSKLYDDIGDFPNGWIHLMVSVVSFLFFTDMLIYWIHRGLHHRLVYKRIHKPHHIWKIPTPFASHAFHPVDGFLQSLPYHIYPFVFPLHKVVYLGLYVLVNVWTISIHDGDFRVPQILRPFINGSAHHTDHHMFFDYNYGQYFTLWDRIGGSFKHPSSFEGKGPHSYVKNMTEKESNSFAENGCKGKKVGNGEFTKNK. Result: 0 (no interaction). (2) The miRNA is hsa-miR-548z with sequence CAAAAACCGCAAUUACUUUUGCA. The protein sequence of the target gene is MGKSASKQFHNEVLKAHNEYRQKHGVPPLKLCKNLNREAQQYSEALASTRILKHSPESSRGQCGENLAWASYDQTGKEVADRWYSEIKNYNFQQPGFTSGTGHFTAMVWKNTKKMGVGKASASDGSSFVVARYFPAGNVVNEGFFEENVLPPKK. Result: 0 (no interaction). (3) The miRNA is hsa-miR-574-5p with sequence UGAGUGUGUGUGUGUGAGUGUGU. The protein sequence of the target gene is MVEDGAEELEDLVHFSVSELPSRGYGVMEEIRRQGKLCDVTLKIGDHKFSAHRIVLAASIPYFHAMFTNDMMECKQDEIVMQGMDPSALEALINFAYNGNLAIDQQNVQSLLMGASFLQLQSIKDACCTFLRERLHPKNCLGVRQFAETMMCAVLYDAANSFIHQHFVEVSMSEEFLALPLEDVLELVSRDELNVKSEEQVFEAALAWVRYDREQRGPYLPELLSNIRLPLCRPQFLSDRVQQDDLVRCCHKCRDLVDEAKDYHLMPERRPHLPAFRTRPRCCTSIAGLIYAVGGLNSAG.... Result: 0 (no interaction).